Predict the reactants needed to synthesize the given product. From a dataset of Full USPTO retrosynthesis dataset with 1.9M reactions from patents (1976-2016). (1) Given the product [Cl:8][C:5]1[N:4]=[N:3][C:2]([Cl:1])=[CH:7][C:6]=1[C:15]([NH:13][CH2:12][C:30]1[CH:27]=[CH:26][C:25]([O:24][CH3:23])=[C:32]([O:33][CH3:34])[CH:31]=1)=[O:16], predict the reactants needed to synthesize it. The reactants are: [Cl:1][C:2]1(C(O)=O)[CH:7]=[CH:6][C:5]([Cl:8])=[N:4][NH:3]1.[CH3:12][N:13]([CH:15]=[O:16])C.C(Cl)(=O)C(Cl)=O.[CH3:23][O:24][C:25]1[CH:26]=[C:27]([CH:30]=[CH:31][C:32]=1[O:33][CH3:34])CN. (2) Given the product [CH3:30][C:21]([CH3:31])([CH2:20][CH2:19][CH2:18][CH:17]([OH:32])[CH2:16][CH2:15][CH2:14][CH:13]([OH:33])[CH2:12][CH2:11][CH2:10][C:9]([CH3:34])([CH3:35])[CH2:8][OH:7])[CH2:22][OH:23], predict the reactants needed to synthesize it. The reactants are: O1CCCCC1[O:7][CH2:8][C:9]([CH3:35])([CH3:34])[CH2:10][CH2:11][CH2:12][CH:13]([OH:33])[CH2:14][CH2:15][CH2:16][CH:17]([OH:32])[CH2:18][CH2:19][CH2:20][C:21]([CH3:31])([CH3:30])[CH2:22][O:23]C1CCCCO1. (3) The reactants are: Cl[C:2]1[N:11]=[C:10]([NH:12][CH:13]2[CH2:18][CH2:17][N:16]([CH2:19][C:20]3[CH:25]=[CH:24][CH:23]=[CH:22][C:21]=3[N:26]([CH3:28])[CH3:27])[CH2:15][CH2:14]2)[C:9]2[C:4](=[CH:5][C:6]([O:31][CH3:32])=[C:7]([O:29][CH3:30])[CH:8]=2)[N:3]=1.[CH2:33]([N:35]([CH2:38][C:39](=O)[CH2:40][NH2:41])[CH2:36][CH3:37])[CH3:34].C(N(CC)C(=O)CC)C. Given the product [CH2:33]([N:35]([CH2:36][CH3:37])[CH2:38][CH2:39][CH2:40][NH:41][C:2]1[N:11]=[C:10]([NH:12][CH:13]2[CH2:18][CH2:17][N:16]([CH2:19][C:20]3[CH:25]=[CH:24][CH:23]=[CH:22][C:21]=3[N:26]([CH3:28])[CH3:27])[CH2:15][CH2:14]2)[C:9]2[C:4](=[CH:5][C:6]([O:31][CH3:32])=[C:7]([O:29][CH3:30])[CH:8]=2)[N:3]=1)[CH3:34], predict the reactants needed to synthesize it.